Predict the reactants needed to synthesize the given product. From a dataset of Full USPTO retrosynthesis dataset with 1.9M reactions from patents (1976-2016). Given the product [NH2:31][C:18]1[CH:19]=[CH:20][C:21]([CH2:23][O:24][C:25](=[O:30])[C:26]([CH3:27])([CH3:29])[CH3:28])=[CH:22][C:17]=1[NH:16][C:14]1[S:13][C:12]([C:34]([O:36][CH3:37])=[O:35])=[C:11]([O:10][C@@H:8]([C:3]2[CH:4]=[CH:5][CH:6]=[CH:7][C:2]=2[Cl:1])[CH3:9])[CH:15]=1, predict the reactants needed to synthesize it. The reactants are: [Cl:1][C:2]1[CH:7]=[CH:6][CH:5]=[CH:4][C:3]=1[C@H:8]([O:10][C:11]1[CH:15]=[C:14]([NH:16][C:17]2[CH:22]=[C:21]([CH2:23][O:24][C:25](=[O:30])[C:26]([CH3:29])([CH3:28])[CH3:27])[CH:20]=[CH:19][C:18]=2[N+:31]([O-])=O)[S:13][C:12]=1[C:34]([O:36][CH3:37])=[O:35])[CH3:9].